From a dataset of NCI-60 drug combinations with 297,098 pairs across 59 cell lines. Regression. Given two drug SMILES strings and cell line genomic features, predict the synergy score measuring deviation from expected non-interaction effect. (1) Synergy scores: CSS=12.6, Synergy_ZIP=-4.02, Synergy_Bliss=-10.6, Synergy_Loewe=3.92, Synergy_HSA=-8.00. Drug 2: CC1=CC2C(CCC3(C2CCC3(C(=O)C)OC(=O)C)C)C4(C1=CC(=O)CC4)C. Cell line: HCC-2998. Drug 1: CC1C(C(CC(O1)OC2CC(CC3=C2C(=C4C(=C3O)C(=O)C5=C(C4=O)C(=CC=C5)OC)O)(C(=O)CO)O)N)O.Cl. (2) Drug 1: CC1=C(C=C(C=C1)NC(=O)C2=CC=C(C=C2)CN3CCN(CC3)C)NC4=NC=CC(=N4)C5=CN=CC=C5. Drug 2: CC1=C2C(C(=O)C3(C(CC4C(C3C(C(C2(C)C)(CC1OC(=O)C(C(C5=CC=CC=C5)NC(=O)C6=CC=CC=C6)O)O)OC(=O)C7=CC=CC=C7)(CO4)OC(=O)C)O)C)OC(=O)C. Cell line: SK-OV-3. Synergy scores: CSS=13.5, Synergy_ZIP=6.51, Synergy_Bliss=8.01, Synergy_Loewe=-16.1, Synergy_HSA=0.933. (3) Drug 1: CN1CCC(CC1)COC2=C(C=C3C(=C2)N=CN=C3NC4=C(C=C(C=C4)Br)F)OC. Drug 2: CCCCCOC(=O)NC1=NC(=O)N(C=C1F)C2C(C(C(O2)C)O)O. Cell line: SF-539. Synergy scores: CSS=1.79, Synergy_ZIP=-1.28, Synergy_Bliss=-2.39, Synergy_Loewe=-23.7, Synergy_HSA=-2.85. (4) Drug 1: CC(CN1CC(=O)NC(=O)C1)N2CC(=O)NC(=O)C2. Drug 2: CN(C)N=NC1=C(NC=N1)C(=O)N. Cell line: HCC-2998. Synergy scores: CSS=9.00, Synergy_ZIP=-2.96, Synergy_Bliss=-4.28, Synergy_Loewe=-6.62, Synergy_HSA=-5.15. (5) Drug 1: C1CN1C2=NC(=NC(=N2)N3CC3)N4CC4. Drug 2: CC1C(C(CC(O1)OC2CC(CC3=C2C(=C4C(=C3O)C(=O)C5=C(C4=O)C(=CC=C5)OC)O)(C(=O)C)O)N)O.Cl. Synergy scores: CSS=13.5, Synergy_ZIP=-2.35, Synergy_Bliss=4.20, Synergy_Loewe=1.73, Synergy_HSA=2.95. Cell line: EKVX.